From a dataset of Full USPTO retrosynthesis dataset with 1.9M reactions from patents (1976-2016). Predict the reactants needed to synthesize the given product. (1) Given the product [Br:1][C:2]1[CH:3]=[C:4]2[C:9](=[CH:10][C:11]=1[O:12][CH3:13])[N:8]=[N:7][C:6]([C:25]([NH2:23])=[O:26])=[C:5]2[Cl:20], predict the reactants needed to synthesize it. The reactants are: [Br:1][C:2]1[CH:3]=[C:4]2[C:9](=[CH:10][C:11]=1[O:12][CH3:13])[N:8]=[N:7][C:6](C(O)=O)=[C:5]2O.O=S(Cl)[Cl:20].C[N:23]([CH:25]=[O:26])C.N. (2) Given the product [F:8][C:7]1[C:2]([N:15]2[CH2:20][CH2:19][CH2:18][CH2:17][CH2:16]2)=[N:3][CH:4]=[N:5][C:6]=1[O:9][CH2:10][C:11]#[C:12][CH2:13][CH3:14], predict the reactants needed to synthesize it. The reactants are: Cl[C:2]1[C:7]([F:8])=[C:6]([O:9][CH2:10][C:11]#[C:12][CH2:13][CH3:14])[N:5]=[CH:4][N:3]=1.[NH:15]1[CH2:20][CH2:19][CH2:18][CH2:17][CH2:16]1. (3) The reactants are: Br[C:2]1[C:3]([O:8][CH2:9][CH3:10])=[N:4][CH:5]=[CH:6][CH:7]=1.[NH2:11][C:12]1[CH:26]=[CH:25][C:15]([C:16]([C:18]2[CH:23]=[CH:22][CH:21]=[CH:20][C:19]=2[CH3:24])=[O:17])=[C:14]([Cl:27])[CH:13]=1.C(O[Na])(C)(C)C. Given the product [Cl:27][C:14]1[CH:13]=[C:12]([NH:11][C:2]2[C:3]([O:8][CH2:9][CH3:10])=[N:4][CH:5]=[CH:6][CH:7]=2)[CH:26]=[CH:25][C:15]=1[C:16]([C:18]1[CH:23]=[CH:22][CH:21]=[CH:20][C:19]=1[CH3:24])=[O:17], predict the reactants needed to synthesize it. (4) Given the product [F:78][C:77]([F:80])([F:79])[C:75]([OH:81])=[O:76].[CH3:16][O:15][C:12]1[CH:13]=[CH:14][C:9]([NH:8][C:6](=[O:7])/[CH:5]=[CH:4]/[C@@H:3]([NH:2][C:36]([C@@H:33]2[CH2:34][CH2:35][NH:32]2)=[O:37])[CH2:17][CH2:18][C:19]2[CH:20]=[CH:21][CH:22]=[CH:23][CH:24]=2)=[CH:10][CH:11]=1, predict the reactants needed to synthesize it. The reactants are: Cl.[NH2:2][C@@H:3]([CH2:17][CH2:18][C:19]1[CH:24]=[CH:23][CH:22]=[CH:21][CH:20]=1)/[CH:4]=[CH:5]/[C:6]([NH:8][C:9]1[CH:14]=[CH:13][C:12]([O:15][CH3:16])=[CH:11][CH:10]=1)=[O:7].CC(OC([N:32]1[CH2:35][CH2:34][C@H:33]1[C:36](O)=[O:37])=O)(C)C.CN([P+](ON1N=NC2C=CC=CC1=2)(N(C)C)N(C)C)C.F[P-](F)(F)(F)(F)F.CCN(C(C)C)C(C)C.[C:75]([OH:81])([C:77]([F:80])([F:79])[F:78])=[O:76].